From a dataset of Forward reaction prediction with 1.9M reactions from USPTO patents (1976-2016). Predict the product of the given reaction. (1) The product is: [CH3:1][S:2]([N:5]1[CH2:10][CH2:9][N:8]([C:11](=[O:29])[C@@H:12]([N:20]([CH3:32])[C:21]([C:23]2[CH:28]=[CH:27][CH:26]=[CH:25][CH:24]=2)=[O:22])[CH2:13][CH2:14][CH2:15][C:16]([O:18][CH3:19])=[O:17])[CH2:7][CH2:6]1)(=[O:3])=[O:4]. Given the reactants [CH3:1][S:2]([N:5]1[CH2:10][CH2:9][N:8]([C:11](=[O:29])[C@@H:12]([NH:20][C:21]([C:23]2[CH:28]=[CH:27][CH:26]=[CH:25][CH:24]=2)=[O:22])[CH2:13][CH2:14][CH2:15][C:16]([O:18][CH3:19])=[O:17])[CH2:7][CH2:6]1)(=[O:4])=[O:3].[H-].[Na+].[CH3:32]I, predict the reaction product. (2) Given the reactants [Br:1][C:2]1[CH:7]=[C:6]([N+:8]([O-])=O)[CH:5]=[CH:4][C:3]=1[N:11]1[C:20](=[O:21])[C:19]2[C:14](=[CH:15][CH:16]=[CH:17][CH:18]=2)[NH:13][C:12]1=[O:22].O.O.[Sn](Cl)Cl.[OH-].[Na+], predict the reaction product. The product is: [NH2:8][C:6]1[CH:5]=[CH:4][C:3]([N:11]2[C:20](=[O:21])[C:19]3[C:14](=[CH:15][CH:16]=[CH:17][CH:18]=3)[NH:13][C:12]2=[O:22])=[C:2]([Br:1])[CH:7]=1.